From a dataset of NCI-60 drug combinations with 297,098 pairs across 59 cell lines. Regression. Given two drug SMILES strings and cell line genomic features, predict the synergy score measuring deviation from expected non-interaction effect. (1) Drug 1: CC(C1=C(C=CC(=C1Cl)F)Cl)OC2=C(N=CC(=C2)C3=CN(N=C3)C4CCNCC4)N. Drug 2: CN1CCC(CC1)COC2=C(C=C3C(=C2)N=CN=C3NC4=C(C=C(C=C4)Br)F)OC. Cell line: TK-10. Synergy scores: CSS=22.7, Synergy_ZIP=-5.65, Synergy_Bliss=0.268, Synergy_Loewe=-6.66, Synergy_HSA=0.0699. (2) Drug 2: COC1=C2C(=CC3=C1OC=C3)C=CC(=O)O2. Synergy scores: CSS=4.15, Synergy_ZIP=-5.09, Synergy_Bliss=-4.82, Synergy_Loewe=-4.55, Synergy_HSA=-3.35. Drug 1: C1CN1P(=S)(N2CC2)N3CC3. Cell line: TK-10. (3) Drug 1: CC(C)NC(=O)C1=CC=C(C=C1)CNNC.Cl. Drug 2: C(CN)CNCCSP(=O)(O)O. Cell line: TK-10. Synergy scores: CSS=-1.99, Synergy_ZIP=3.49, Synergy_Bliss=5.80, Synergy_Loewe=4.81, Synergy_HSA=0.624. (4) Drug 1: C1=CC(=CC=C1CCC2=CNC3=C2C(=O)NC(=N3)N)C(=O)NC(CCC(=O)O)C(=O)O. Drug 2: C(CN)CNCCSP(=O)(O)O. Cell line: HCT-15. Synergy scores: CSS=40.3, Synergy_ZIP=2.36, Synergy_Bliss=-1.79, Synergy_Loewe=-12.8, Synergy_HSA=-2.64. (5) Drug 1: CC1C(C(CC(O1)OC2CC(CC3=C2C(=C4C(=C3O)C(=O)C5=C(C4=O)C(=CC=C5)OC)O)(C(=O)C)O)N)O.Cl. Drug 2: C(CN)CNCCSP(=O)(O)O. Cell line: SNB-19. Synergy scores: CSS=3.27, Synergy_ZIP=5.83, Synergy_Bliss=7.61, Synergy_Loewe=-26.7, Synergy_HSA=1.31. (6) Drug 1: C1=C(C(=O)NC(=O)N1)F. Drug 2: C1C(C(OC1N2C=NC(=NC2=O)N)CO)O. Cell line: MDA-MB-231. Synergy scores: CSS=16.3, Synergy_ZIP=-6.50, Synergy_Bliss=-6.23, Synergy_Loewe=-1.85, Synergy_HSA=-1.46. (7) Synergy scores: CSS=29.9, Synergy_ZIP=-13.1, Synergy_Bliss=-11.7, Synergy_Loewe=-45.3, Synergy_HSA=-11.5. Cell line: PC-3. Drug 2: B(C(CC(C)C)NC(=O)C(CC1=CC=CC=C1)NC(=O)C2=NC=CN=C2)(O)O. Drug 1: C1CN(CCN1C(=O)CCBr)C(=O)CCBr.